Predict the reactants needed to synthesize the given product. From a dataset of Full USPTO retrosynthesis dataset with 1.9M reactions from patents (1976-2016). (1) The reactants are: [NH2:1][C@H:2]1[CH2:6][N:5]([C:7]2[S:8][C:9](=[CH:13][C:14]3[CH:15]=[C:16]4[C:20](=[CH:21][CH:22]=3)[N:19]([CH2:23][C:24]3[CH:29]=[CH:28][C:27]([C:30]([F:33])([F:32])[F:31])=[CH:26][C:25]=3[C:34]([F:37])([F:36])[F:35])[N:18]=[CH:17]4)[C:10](=[O:12])[N:11]=2)[C@@H:4]([CH2:38][OH:39])[CH2:3]1.[C:40](OC(=O)C)(=[O:42])[CH3:41]. Given the product [F:35][C:34]([F:37])([F:36])[C:25]1[CH:26]=[C:27]([C:30]([F:33])([F:31])[F:32])[CH:28]=[CH:29][C:24]=1[CH2:23][N:19]1[C:20]2[C:16](=[CH:15][C:14]([CH:13]=[C:9]3[S:8][C:7]([N:5]4[C@@H:4]([CH2:38][OH:39])[CH2:3][C@@H:2]([NH:1][C:40](=[O:42])[CH3:41])[CH2:6]4)=[N:11][C:10]3=[O:12])=[CH:22][CH:21]=2)[CH:17]=[N:18]1, predict the reactants needed to synthesize it. (2) Given the product [Cl:1][C:2]1[CH:9]=[C:8]([O:10][CH2:11][C:12]2[S:16][C:15]([CH:17]3[CH2:22][CH2:21][N:20]([S:44]([C:43]([F:49])([F:48])[F:42])(=[O:46])=[O:45])[CH2:19][CH2:18]3)=[N:14][C:13]=2[CH3:23])[CH:7]=[CH:6][C:3]=1[C:4]#[N:5], predict the reactants needed to synthesize it. The reactants are: [Cl:1][C:2]1[CH:9]=[C:8]([O:10][CH2:11][C:12]2[S:16][C:15]([CH:17]3[CH2:22][CH2:21][NH:20][CH2:19][CH2:18]3)=[N:14][C:13]=2[CH3:23])[CH:7]=[CH:6][C:3]=1[C:4]#[N:5].C(N(CC)C(C)C)(C)C.CN(C1C=CC=CN=1)C.[F:42][C:43]([F:49])([F:48])[S:44](Cl)(=[O:46])=[O:45]. (3) Given the product [C:22]([O:21][C:19]([N:16]1[CH2:17][CH2:18][C@@H:14]([NH:13][C:10]2[N:11]=[CH:12][C:7](/[CH:6]=[CH:5]/[C:4]([OH:26])=[O:3])=[CH:8][CH:9]=2)[CH2:15]1)=[O:20])([CH3:25])([CH3:23])[CH3:24], predict the reactants needed to synthesize it. The reactants are: C([O:3][C:4](=[O:26])/[CH:5]=[CH:6]/[C:7]1[CH:8]=[CH:9][C:10]([NH:13][C@@H:14]2[CH2:18][CH2:17][N:16]([C:19]([O:21][C:22]([CH3:25])([CH3:24])[CH3:23])=[O:20])[CH2:15]2)=[N:11][CH:12]=1)C.[OH-].[Na+]. (4) Given the product [N:43]([CH2:6][CH2:7][O:8][C:9]1[CH:10]=[C:11]([F:42])[C:12]([CH2:16][S:17][C:18]2[N:19]([C:35]3[CH:36]=[CH:37][C:38]([F:41])=[CH:39][CH:40]=3)[C:20]([C:23]([C:26]3[CH:31]=[CH:30][C:29]([Cl:32])=[C:28]([O:33][CH3:34])[CH:27]=3)([CH3:24])[CH3:25])=[CH:21][N:22]=2)=[C:13]([F:15])[CH:14]=1)=[N+:44]=[N-:45], predict the reactants needed to synthesize it. The reactants are: CS(O[CH2:6][CH2:7][O:8][C:9]1[CH:14]=[C:13]([F:15])[C:12]([CH2:16][S:17][C:18]2[N:19]([C:35]3[CH:40]=[CH:39][C:38]([F:41])=[CH:37][CH:36]=3)[C:20]([C:23]([C:26]3[CH:31]=[CH:30][C:29]([Cl:32])=[C:28]([O:33][CH3:34])[CH:27]=3)([CH3:25])[CH3:24])=[CH:21][N:22]=2)=[C:11]([F:42])[CH:10]=1)(=O)=O.[N-:43]=[N+:44]=[N-:45].[Na+]. (5) Given the product [NH2:39][C:29]1[CH:30]=[CH:31][C:32]([C:34]2[CH:38]=[CH:37][S:36][CH:35]=2)=[CH:33][C:28]=1[NH:27][C:25](=[O:26])[C:24]1[CH:47]=[CH:48][C:21]([CH:16]([CH2:17][N:18]([CH3:20])[CH3:19])[C:15]([NH:8][C:9]2[CH:10]=[CH:11][CH:12]=[CH:13][CH:14]=2)=[O:49])=[CH:22][CH:23]=1, predict the reactants needed to synthesize it. The reactants are: FC(F)(F)C(O)=O.[NH:8]([C:15](=[O:49])[CH:16]([C:21]1[CH:48]=[CH:47][C:24]([C:25]([NH:27][C:28]2[CH:33]=[C:32]([C:34]3[CH:38]=[CH:37][S:36][CH:35]=3)[CH:31]=[CH:30][C:29]=2[NH:39]C(=O)OC(C)(C)C)=[O:26])=[CH:23][CH:22]=1)[CH2:17][N:18]([CH3:20])[CH3:19])[C:9]1[CH:14]=[CH:13][CH:12]=[CH:11][CH:10]=1. (6) The reactants are: [OH:1][CH2:2][C@@H:3]1[CH2:7][CH2:6][CH2:5][N:4]1[C:8]([C:10]1[CH:11]=NC=[CH:14][CH:15]=1)=[O:9].[OH:16][C:17]1[CH:24]=[CH:23][CH:22]=[C:21](O)[C:18]=1[CH:19]=[O:20].C1C=CC(P(C2C=CC=CC=2)C2C=CC=CC=2)=CC=1.CC(O[C:49](/[N:51]=N/C(OC(C)C)=O)=O)C. Given the product [OH:16][C:17]1[CH:24]=[CH:23][CH:22]=[C:21]([O:1][CH2:2][C@@H:3]2[CH2:7][CH2:6][CH2:5][N:4]2[C:8](=[O:9])[C:10]2[CH:15]=[CH:14][N:51]=[CH:49][CH:11]=2)[C:18]=1[CH:19]=[O:20], predict the reactants needed to synthesize it.